Task: Binary Classification. Given a drug SMILES string, predict its activity (active/inactive) in a high-throughput screening assay against a specified biological target.. Dataset: M1 muscarinic receptor antagonist screen with 61,756 compounds (1) The drug is S(=O)(=O)(Nc1c(CCC)cc2OCOc2c1)c1ccc(CCNC(=O)C)cc1. The result is 0 (inactive). (2) The molecule is S=C(N1CCN(CC1)Cc1ccccc1)c1cc(O)ccc1. The result is 0 (inactive). (3) The drug is o1c2c(c(COC(=O)c3n[nH]c4c3cccc4)cc1=O)ccc(c2)CC. The result is 0 (inactive). (4) The drug is O1C(CC(=O)NCCCN2CCN(CC2)Cc2ccccc2)C(=O)Nc2c1cccc2. The result is 0 (inactive).